This data is from Reaction yield outcomes from USPTO patents with 853,638 reactions. The task is: Predict the reaction yield, written as a fraction of the theoretical maximum amount of product (1.0 means a 100% yield; for example, 0.34 means a 34% yield). (1) The reactants are [Li]CCCC.Br[C:7]1[CH:12]=[CH:11][CH:10]=[CH:9][C:8]=1[O:13][CH3:14].[CH3:15][Sn:16](Cl)([CH3:18])[CH3:17]. The catalyst is C(OCC)C. The product is [CH3:15][Sn:16]([CH3:18])([CH3:17])[C:7]1[CH:12]=[CH:11][CH:10]=[CH:9][C:8]=1[O:13][CH3:14]. The yield is 0.760. (2) The reactants are Cl.[Cl:2][C:3]1[CH:8]=[CH:7][CH:6]=[CH:5][C:4]=1[NH:9][NH2:10].C(=O)([O-])[O-].[K+].[K+].[C:17]([O:21][C:22](O[C:22]([O:21][C:17]([CH3:20])([CH3:19])[CH3:18])=[O:23])=[O:23])([CH3:20])([CH3:19])[CH3:18]. The catalyst is C1COCC1.O. The product is [C:17]([O:21][C:22]([NH:10][NH:9][C:4]1[CH:5]=[CH:6][CH:7]=[CH:8][C:3]=1[Cl:2])=[O:23])([CH3:20])([CH3:19])[CH3:18]. The yield is 0.830.